From a dataset of Human Reference Interactome with 51,813 positive PPI pairs across 8,248 proteins, plus equal number of experimentally-validated negative pairs. Binary Classification. Given two protein amino acid sequences, predict whether they physically interact or not. Protein 1 (ENSG00000115762) has sequence MAFVKSGWLLRQSTILKRWKKNWFDLWSDGHLIYYDDQTRQNIEDKVHMPMDCINIRTGQECRDTQPPDGKSKDCMLQIVCRDGKTISLCAESTDDCLAWKFTLQDSRTNTAYVGSAVMTDETSVVSSPPPYTAYAAPAPEAYGYGPYGGAYPPGTQVVYAANGQAYAVPYQYPYAGLYGQQPANQVIIRERYRDNDSDLALGMLAGAATGMALGSLFWVF*MAFVKSGWLLRQSTILKRWKKNWFDLWSDGHLIYYDDQTRQNIEDKVHMPMDCINIRTGQECRDTQPPDGKSKDCMLQ.... Protein 2 (ENSG00000187559) has sequence MNLPRAERLRSTPQRSLRDSDGEDGKIDVLGEEEDEDEVEDEEEAASQQFLEQSLQPGLQVARWGGVALPREHIEGGGGPSDPSEFGTKFRAPPRSAAASEDARQPAKPPYSYIALITMAILQNPHKRLTLSGICAFISGRFPYYRRKFPAWQNSIRHNLSLNDCFVKIPREPGHPGKGNYWSLDPASQDMFDNGSFLRRRKRFKRHQLTPGAHLPHPFPLPAAHAALHNPRPGPLLGAPAPPQPVPGAYPNTAPGRRPYALLHPHPLRYLLLSAPVYAGAPKKAEGAALATPAPFPCCS.... Result: 1 (the proteins interact).